Dataset: Forward reaction prediction with 1.9M reactions from USPTO patents (1976-2016). Task: Predict the product of the given reaction. (1) Given the reactants [CH3:1][O:2][C:3]1[CH:8]=[CH:7][CH:6]=[CH:5][C:4]=1[N:9]1[CH:14]2[CH2:15][CH2:16][CH:10]1[CH2:11][C:12]([C:19]1[CH:24]=[CH:23][CH:22]=[C:21]([O:25][CH3:26])[CH:20]=1)([C:17]#[N:18])[CH2:13]2.[OH-:27].[K+].O, predict the reaction product. The product is: [CH3:1][O:2][C:3]1[CH:8]=[CH:7][CH:6]=[CH:5][C:4]=1[N:9]1[CH:10]2[CH2:16][CH2:15][CH:14]1[CH2:13][C:12]([C:19]1[CH:24]=[CH:23][CH:22]=[C:21]([O:25][CH3:26])[CH:20]=1)([C:17]([NH2:18])=[O:27])[CH2:11]2. (2) Given the reactants [C:1]([N:8]1[CH2:13][CH2:12][NH:11][CH:10]([CH2:14][C:15]([O:17][CH3:18])=[O:16])[CH2:9]1)([O:3][C:4]([CH3:7])([CH3:6])[CH3:5])=[O:2].[F:19][C:20]([F:32])([F:31])[C:21]1[CH:22]=[C:23]([S:27](Cl)(=[O:29])=[O:28])[CH:24]=[CH:25][CH:26]=1.C([O-])([O-])=O.[K+].[K+], predict the reaction product. The product is: [C:4]([O:3][C:1]([N:8]1[CH2:13][CH2:12][N:11]([S:27]([C:23]2[CH:24]=[CH:25][CH:26]=[C:21]([C:20]([F:19])([F:31])[F:32])[CH:22]=2)(=[O:29])=[O:28])[CH:10]([CH2:14][C:15]([O:17][CH3:18])=[O:16])[CH2:9]1)=[O:2])([CH3:7])([CH3:6])[CH3:5].